Dataset: Forward reaction prediction with 1.9M reactions from USPTO patents (1976-2016). Task: Predict the product of the given reaction. (1) Given the reactants [C:1]12([CH2:11][C:12]([OH:14])=[O:13])[CH2:10][CH:5]3[CH2:6][CH:7]([CH2:9][CH:3]([CH2:4]3)[CH2:2]1)[CH2:8]2.O[CH2:16][CH2:17][O:18][CH2:19][CH2:20][NH:21][C:22](=[O:28])[O:23][C:24]([CH3:27])([CH3:26])[CH3:25].C1CCC(N=C=NC2CCCCC2)CC1, predict the reaction product. The product is: [C:1]12([CH2:11][C:12]([O:14][CH2:16][CH2:17][O:18][CH2:19][CH2:20][NH:21][C:22]([O:23][C:24]([CH3:25])([CH3:27])[CH3:26])=[O:28])=[O:13])[CH2:10][CH:5]3[CH2:6][CH:7]([CH2:9][CH:3]([CH2:4]3)[CH2:2]1)[CH2:8]2. (2) Given the reactants [CH2:1]([NH:3][C@@H:4]([CH:11]([CH3:13])[CH3:12])[CH2:5][N:6]1[CH2:10][CH2:9][CH2:8][CH2:7]1)[CH3:2].[Br:14][C:15]1[CH:23]=[CH:22][C:18]([C:19](Cl)=[O:20])=[CH:17][CH:16]=1, predict the reaction product. The product is: [Br:14][C:15]1[CH:23]=[CH:22][C:18]([C:19]([N:3]([CH2:1][CH3:2])[C@@H:4]([CH:11]([CH3:12])[CH3:13])[CH2:5][N:6]2[CH2:10][CH2:9][CH2:8][CH2:7]2)=[O:20])=[CH:17][CH:16]=1. (3) Given the reactants C1C=CC2N(O)N=[N:7]C=2C=1.[CH3:11][N:12]([CH2:14][C:15]1[C:16]([O:24][C:25]2[CH:30]=[CH:29][C:28]([O:31][C:32]([F:35])([F:34])[F:33])=[CH:27][CH:26]=2)=[N:17][CH:18]=[C:19]([CH:23]=1)[C:20]([OH:22])=O)[CH3:13], predict the reaction product. The product is: [CH3:11][N:12]([CH2:14][C:15]1[C:16]([O:24][C:25]2[CH:26]=[CH:27][C:28]([O:31][C:32]([F:33])([F:34])[F:35])=[CH:29][CH:30]=2)=[N:17][CH:18]=[C:19]([CH:23]=1)[C:20]([NH2:7])=[O:22])[CH3:13]. (4) Given the reactants [CH2:1]([O:3][C:4](=[O:18])[C:5]1[CH:10]=[C:9]([N:11]2[CH2:16][CH2:15][CH2:14][CH2:13][CH2:12]2)[CH:8]=[CH:7][C:6]=1[NH2:17])[CH3:2].C(N(CC)CC)C.[CH3:26][O:27][C:28]1[CH:29]=[C:30]([CH:34]=[CH:35][C:36]=1[O:37][CH3:38])[C:31](Cl)=[O:32], predict the reaction product. The product is: [CH2:1]([O:3][C:4](=[O:18])[C:5]1[CH:10]=[C:9]([N:11]2[CH2:16][CH2:15][CH2:14][CH2:13][CH2:12]2)[CH:8]=[CH:7][C:6]=1[NH:17][C:31](=[O:32])[C:30]1[CH:34]=[CH:35][C:36]([O:37][CH3:38])=[C:28]([O:27][CH3:26])[CH:29]=1)[CH3:2]. (5) Given the reactants COC1C=CC(C[O:8][C:9]2[CH:18]=[C:17]3[C:12]([CH:13]([CH2:19][C:20]([O:22][CH3:23])=[O:21])[CH2:14][O:15][CH2:16]3)=[CH:11][CH:10]=2)=CC=1, predict the reaction product. The product is: [OH:8][C:9]1[CH:18]=[C:17]2[C:12]([CH:13]([CH2:19][C:20]([O:22][CH3:23])=[O:21])[CH2:14][O:15][CH2:16]2)=[CH:11][CH:10]=1. (6) Given the reactants [Cl:1][C:2]1[CH:7]=[CH:6][C:5]([C@@:8]2([OH:34])[CH2:13][CH2:12][N:11]([C:14](=[O:31])[CH2:15][C:16]3([NH:22]C(=O)C4C=CC=CC=4)[CH2:21][CH2:20][O:19][CH2:18][CH2:17]3)[CH2:10][C:9]2([CH3:33])[CH3:32])=[CH:4][CH:3]=1.Cl, predict the reaction product. The product is: [NH2:22][C:16]1([CH2:15][C:14]([N:11]2[CH2:12][CH2:13][C@@:8]([C:5]3[CH:4]=[CH:3][C:2]([Cl:1])=[CH:7][CH:6]=3)([OH:34])[C:9]([CH3:33])([CH3:32])[CH2:10]2)=[O:31])[CH2:17][CH2:18][O:19][CH2:20][CH2:21]1. (7) Given the reactants [Si:1]([N:8]1[C:11](=[O:12])[CH2:10][C@H:9]1[C:13]([OH:15])=[O:14])([C:4]([CH3:7])([CH3:6])[CH3:5])([CH3:3])[CH3:2].[Li+].[CH3:17]C([N-]C(C)C)C.CI, predict the reaction product. The product is: [Si:1]([N:8]1[C:11](=[O:12])[C@H:10]([CH3:17])[C@H:9]1[C:13]([OH:15])=[O:14])([C:4]([CH3:7])([CH3:6])[CH3:5])([CH3:3])[CH3:2]. (8) Given the reactants [Br:1][C:2]1[CH:7]=[CH:6][C:5]([CH2:8][N:9]2[C:14](=[O:15])[C:13]([C:16]([NH:18][CH2:19][C:20]([OH:22])=[O:21])=[O:17])=[C:12]([OH:23])[N:11]=[C:10]2[CH2:24][C:25]2[CH:30]=[CH:29][CH:28]=[CH:27][CH:26]=2)=[CH:4][CH:3]=1.Br[C:32]1C=CC(CN2C(=O)C=C(O)N=C2CC2C=CC=CC=2)=C[CH:33]=1.C(N(C(C)C)CC)(C)C.N(CC(OCC)=O)=C=O, predict the reaction product. The product is: [Br:1][C:2]1[CH:7]=[CH:6][C:5]([CH2:8][N:9]2[C:14](=[O:15])[C:13]([C:16]([NH:18][CH2:19][C:20]([O:22][CH2:32][CH3:33])=[O:21])=[O:17])=[C:12]([OH:23])[N:11]=[C:10]2[CH2:24][C:25]2[CH:26]=[CH:27][CH:28]=[CH:29][CH:30]=2)=[CH:4][CH:3]=1. (9) Given the reactants [OH:1][CH:2]1[CH2:7][CH2:6][CH2:5][CH2:4][CH:3]1[NH:8][S:9]([CH:12]([CH3:14])[CH3:13])(=[O:11])=[O:10].[Cr](Cl)([O-])(=O)=O.[NH+]1C=CC=CC=1, predict the reaction product. The product is: [CH3:14][CH:12]([S:9]([NH:8][CH:3]1[CH2:4][CH2:5][CH2:6][CH2:7][C:2]1=[O:1])(=[O:11])=[O:10])[CH3:13].